From a dataset of Clinical trial toxicity outcomes and FDA approval status for drugs. Regression/Classification. Given a drug SMILES string, predict its toxicity properties. Task type varies by dataset: regression for continuous values (e.g., LD50, hERG inhibition percentage) or binary classification for toxic/non-toxic outcomes (e.g., AMES mutagenicity, cardiotoxicity, hepatotoxicity). Dataset: clintox. (1) The compound is C[N+]1(C)CCC(OC(=O)C(O)(c2ccccc2)C2CCCC2)C1. The result is 0 (passed clinical trial). (2) The molecule is CC[NH+](CC)Cc1cc(Nc2ccnc3cc(Cl)ccc23)ccc1O. The result is 0 (passed clinical trial). (3) The drug is C[C@]([NH3+])(Cc1ccc(O)c(O)c1)C(=O)[O-]. The result is 0 (passed clinical trial). (4) The molecule is CCOC(=O)C1=C(COCC[NH3+])NC(C)=C(C(=O)OC)C1c1ccccc1Cl. The result is 0 (passed clinical trial). (5) The molecule is CCc1cccc2c3c([nH]c12)C(CC)(CC(=O)[O-])OCC3. The result is 0 (passed clinical trial). (6) The drug is CC1=C(/C=C/C(C)=C/C=C/C(C)=C/C(=O)[O-])C(C)(C)CCC1. The result is 0 (passed clinical trial). (7) The compound is C[C@]12CC[C@H]3[C@@H](CC[C@@]45O[C@@H]4C(O)=C(C#N)C[C@]35C)[C@@H]1CC[C@@H]2O. The result is 0 (passed clinical trial).